Dataset: Forward reaction prediction with 1.9M reactions from USPTO patents (1976-2016). Task: Predict the product of the given reaction. (1) Given the reactants C([O:5][C:6](=[O:27])[C:7]([S:10][C:11]1[S:12][CH:13]=[C:14]([CH2:16][CH2:17][NH:18][C:19]2[N:24]=[CH:23][C:22]([CH2:25][CH3:26])=[CH:21][N:20]=2)[N:15]=1)([CH3:9])[CH3:8])(C)(C)C.I[CH2:29][CH2:30][CH2:31][CH2:32][CH3:33].[BrH:34].C(O)(=O)C, predict the reaction product. The product is: [BrH:34].[CH2:25]([C:22]1[CH:23]=[N:24][C:19]([N:18]([CH2:29][CH2:30][CH2:31][CH2:32][CH3:33])[CH2:17][CH2:16][C:14]2[N:15]=[C:11]([S:10][C:7]([CH3:8])([CH3:9])[C:6]([OH:5])=[O:27])[S:12][CH:13]=2)=[N:20][CH:21]=1)[CH3:26]. (2) The product is: [Cl:21][CH2:20][CH2:19][N:2]1[CH2:10][CH2:9][CH:8]=[C:4]([C:5]([O:7][CH3:11])=[O:6])[CH2:3]1. Given the reactants Cl.[NH:2]1[CH2:10][CH2:9][CH:8]=[C:4]([C:5]([OH:7])=[O:6])[CH2:3]1.[CH2:11](N(CC)CC)C.Br[CH2:19][CH2:20][Cl:21], predict the reaction product. (3) Given the reactants CO.[CH:3]1([S:6]([NH:9][C:10]([C@@:12]2([NH:17][C:18](=[O:24])[O:19][C:20]([CH3:23])([CH3:22])[CH3:21])[CH2:14][C@H:13]2[CH:15]=[CH2:16])=[O:11])(=[O:8])=[O:7])[CH2:5][CH2:4]1.CCCCCCC, predict the reaction product. The product is: [C:20]([O:19][C:18](=[O:24])[NH:17][C@:12]1([C:10]([NH:9][S:6]([CH:3]2[CH2:4][CH2:5]2)(=[O:8])=[O:7])=[O:11])[CH2:14][C@H:13]1[CH2:15][CH3:16])([CH3:21])([CH3:22])[CH3:23]. (4) Given the reactants [Br:1][C:2]1[CH:3]=[N:4][NH:5][CH:6]=1.N12CCCN=C1CCCCC2.[C:18]([CH:20]=[C:21]1[CH2:26][CH2:25][N:24]([C:27]([O:29][C:30]([CH3:33])([CH3:32])[CH3:31])=[O:28])[CH2:23][CH2:22]1)#[N:19], predict the reaction product. The product is: [Br:1][C:2]1[CH:3]=[N:4][N:5]([C:21]2([CH2:20][C:18]#[N:19])[CH2:22][CH2:23][N:24]([C:27]([O:29][C:30]([CH3:31])([CH3:32])[CH3:33])=[O:28])[CH2:25][CH2:26]2)[CH:6]=1. (5) Given the reactants [CH:1]([C:4]1[CH:5]=[C:6]([C:12]([OH:14])=O)[O:7][C:8]=1[CH:9]([CH3:11])[CH3:10])([CH3:3])[CH3:2].[F:15][C:16]1[CH:26]=[C:25]([NH2:27])[CH:24]=[C:23]([F:28])[C:17]=1[C:18]([O:20][CH2:21][CH3:22])=[O:19], predict the reaction product. The product is: [F:15][C:16]1[CH:26]=[C:25]([NH:27][C:12]([C:6]2[O:7][C:8]([CH:9]([CH3:10])[CH3:11])=[C:4]([CH:1]([CH3:2])[CH3:3])[CH:5]=2)=[O:14])[CH:24]=[C:23]([F:28])[C:17]=1[C:18]([O:20][CH2:21][CH3:22])=[O:19].